This data is from Forward reaction prediction with 1.9M reactions from USPTO patents (1976-2016). The task is: Predict the product of the given reaction. (1) Given the reactants Cl[S:2]([C:5]1[CH:6]=[C:7]2[C:11](=[CH:12][CH:13]=1)[NH:10][C:9](=[O:14])[CH2:8]2)(=[O:4])=[O:3].[F:15][C:16]1[CH:23]=[CH:22][C:19]([CH2:20][NH2:21])=[CH:18][CH:17]=1.N1C=CC=CC=1, predict the reaction product. The product is: [F:15][C:16]1[CH:23]=[CH:22][C:19]([CH2:20][NH:21][S:2]([C:5]2[CH:6]=[C:7]3[C:11](=[CH:12][CH:13]=2)[NH:10][C:9](=[O:14])[CH2:8]3)(=[O:4])=[O:3])=[CH:18][CH:17]=1. (2) Given the reactants C(=O)([O-])[O-].[K+].[K+].Br[CH:8]([CH3:10])[CH3:9].[CH3:11][O:12][C:13](=[O:22])[C:14]1[CH:19]=[C:18]([I:20])[CH:17]=[C:16]([OH:21])[CH:15]=1.O, predict the reaction product. The product is: [CH3:11][O:12][C:13](=[O:22])[C:14]1[CH:19]=[C:18]([I:20])[CH:17]=[C:16]([O:21][CH:8]([CH3:10])[CH3:9])[CH:15]=1. (3) The product is: [CH:8]1([NH:7][CH:6]2[CH2:5][CH2:4][CH2:10][CH2:29][CH2:28]2)[CH2:9][CH2:12][CH2:13][CH2:14][CH2:15]1.[F:27][C:4]1([F:3])[CH2:5][CH2:6][N:7]([S:17]([C:20]2[CH:21]=[CH:22][C:23]([CH3:26])=[CH:24][CH:25]=2)(=[O:18])=[O:19])[C:8]2[CH:15]=[CH:14][C:13]([F:16])=[CH:12][C:9]=2/[C:10]/1=[CH:36]/[C:37]([OH:39])=[O:38]. Given the reactants [H-].[Na+].[F:3][C:4]1([F:27])[C:10](=O)[C:9]2[CH:12]=[C:13]([F:16])[CH:14]=[CH:15][C:8]=2[N:7]([S:17]([C:20]2[CH:25]=[CH:24][C:23]([CH3:26])=[CH:22][CH:21]=2)(=[O:19])=[O:18])[CH2:6][CH2:5]1.[CH2:28](OP([CH2:36][C:37]([OH:39])=[O:38])(OCC)=O)[CH3:29].CC(C)([O-])C.[Na+].Cl, predict the reaction product. (4) Given the reactants Cl.[F:2][C:3]1[CH:26]=[CH:25][C:6]([CH2:7][O:8][C:9]2[CH:14]=[CH:13][C:12]([C@H:15]3[CH2:19][C:18]4([CH2:24][CH2:23][NH:22][CH2:21][CH2:20]4)[O:17][CH2:16]3)=[CH:11][CH:10]=2)=[CH:5][CH:4]=1.[CH3:27][C:28]1[C:32]([CH3:33])=[C:31]([NH:34][C:35](=O)[O:36]C2C=CC=CC=2)[O:30][N:29]=1.C(#N)C.CCN(C(C)C)C(C)C, predict the reaction product. The product is: [CH3:27][C:28]1[C:32]([CH3:33])=[C:31]([NH:34][C:35]([N:22]2[CH2:21][CH2:20][C:18]3([O:17][CH2:16][C@@H:15]([C:12]4[CH:11]=[CH:10][C:9]([O:8][CH2:7][C:6]5[CH:5]=[CH:4][C:3]([F:2])=[CH:26][CH:25]=5)=[CH:14][CH:13]=4)[CH2:19]3)[CH2:24][CH2:23]2)=[O:36])[O:30][N:29]=1. (5) Given the reactants [OH-].[K+].[CH3:3]C1C=CC(S(N(N=O)C)(=O)=O)=CC=1.C(O)CO.CCOCC.[NH:26]1[C:30]2[CH:31]=[C:32]([N:35]3[CH:39]([C:40]4[CH:45]=[CH:44][C:43]([O:46][CH:47]5[CH2:52][CH2:51][CH2:50][CH2:49][CH2:48]5)=[CH:42][CH:41]=4)[C:38]([CH3:53])=[C:37]([OH:54])[C:36]3=[O:55])[CH:33]=[CH:34][C:29]=2[N:28]=[CH:27]1, predict the reaction product. The product is: [NH:26]1[C:30]2[CH:31]=[C:32]([N:35]3[CH:39]([C:40]4[CH:41]=[CH:42][C:43]([O:46][CH:47]5[CH2:52][CH2:51][CH2:50][CH2:49][CH2:48]5)=[CH:44][CH:45]=4)[C:38]([CH3:53])=[C:37]([O:54][CH3:3])[C:36]3=[O:55])[CH:33]=[CH:34][C:29]=2[N:28]=[CH:27]1. (6) Given the reactants [Cl-].[CH2:2]([N+:9]1[CH:14]=[CH:13][C:12]([C:15]([CH:17]2[CH2:25][C:24]3[C:19](=[CH:20][C:21]([O:28][CH3:29])=[C:22]([O:26][CH3:27])[CH:23]=3)[C:18]2=[O:30])=O)=[CH:11][CH:10]=1)[C:3]1[CH:8]=[CH:7][CH:6]=[CH:5][CH:4]=1.S(=O)(=O)(O)O, predict the reaction product. The product is: [CH3:27][O:26][C:22]1[CH:23]=[C:24]2[CH2:25][CH:17]([CH2:15][CH:12]3[CH2:11][CH2:10][N:9]([CH2:2][C:3]4[CH:4]=[CH:5][CH:6]=[CH:7][CH:8]=4)[CH2:14][CH2:13]3)[C:18](=[O:30])[C:19]2=[CH:20][C:21]=1[O:28][CH3:29].